Task: Predict the reactants needed to synthesize the given product.. Dataset: Full USPTO retrosynthesis dataset with 1.9M reactions from patents (1976-2016) (1) The reactants are: [F:1][C:2]([F:28])([F:27])[C:3]1[CH:22]=[C:21]([C:23]([F:26])([F:25])[F:24])[CH:20]=[CH:19][C:4]=1[CH2:5][O:6][C:7]1[CH:14]=[CH:13][C:10]([CH:11]=O)=[CH:9][C:8]=1[O:15][CH:16]([CH3:18])[CH3:17].[CH3:29][NH:30][C:31]1[CH2:35][S:34][C:33](=[O:36])[N:32]=1.CC(C)([O-])C.[K+].O. Given the product [F:1][C:2]([F:27])([F:28])[C:3]1[CH:22]=[C:21]([C:23]([F:26])([F:25])[F:24])[CH:20]=[CH:19][C:4]=1[CH2:5][O:6][C:7]1[CH:14]=[CH:13][C:10](/[CH:11]=[C:35]2/[C:31]([NH:30][CH3:29])=[N:32][C:33](=[O:36])[S:34]/2)=[CH:9][C:8]=1[O:15][CH:16]([CH3:18])[CH3:17], predict the reactants needed to synthesize it. (2) The reactants are: [Br:1][C:2]1[CH:10]=[CH:9][C:5]([C:6](O)=[O:7])=[C:4]([Cl:11])[CH:3]=1.C(Cl)(=O)C(Cl)=O.[CH2:18]([N:20](CC)[CH2:21]C)C.CNC. Given the product [Br:1][C:2]1[CH:10]=[CH:9][C:5]([C:6]([N:20]([CH3:21])[CH3:18])=[O:7])=[C:4]([Cl:11])[CH:3]=1, predict the reactants needed to synthesize it. (3) The reactants are: O=C1C2C(=CC=CC=2)N=C(C(OCC)=O)N1.[CH2:17]([O:19][C:20]([C:22]1[CH:23]=[C:24]([C:28]2[C:36]3[C:35](=[O:37])[NH:34][C:33]([C:38](OCC)=[O:39])=[N:32][C:31]=3[S:30][CH:29]=2)[CH:25]=[CH:26][CH:27]=1)=[O:21])[CH3:18].C1(C(C2C=CC=CC=2)(C2C=CC=CC=2)N2C=NC(CCCOC3C=C(CN)C=CN=3)=N2)C=CC=CC=1.C1(C(C2C=CC=CC=2)(C2C=CC=CC=2)[N:86]2[CH:90]=[N:89][C:88]([O:91][CH2:92][CH2:93][O:94][C:95]3[CH:96]=[C:97]([CH2:101][NH2:102])[CH:98]=[CH:99][CH:100]=3)=[N:87]2)C=CC=CC=1. Given the product [O:37]=[C:35]1[NH:34][C:33]([C:38](=[O:39])[NH:102][CH2:101][C:97]2[CH:98]=[CH:99][CH:100]=[C:95]([O:94][CH2:93][CH2:92][O:91][C:88]3[N:89]=[CH:90][NH:86][N:87]=3)[CH:96]=2)=[N:32][C:31]2[S:30][CH:29]=[C:28]([C:24]3[CH:23]=[C:22]([CH:27]=[CH:26][CH:25]=3)[C:20]([O:19][CH2:17][CH3:18])=[O:21])[C:36]1=2, predict the reactants needed to synthesize it. (4) Given the product [C:10]1([CH2:9][O:16][C:17]2[CH:18]=[CH:22][CH:23]=[CH:24][C:25]=2[N:5]2[C:35](=[O:34])[NH:26][N:7]=[N:6]2)[CH:11]=[CH:12][CH:13]=[CH:14][CH:15]=1, predict the reactants needed to synthesize it. The reactants are: [Cl-].[Al+3].[Cl-].[Cl-].[N-:5]=[N+:6]=[N-:7].[Na+].[CH2:9]([O:16][C:17]1[CH:25]=[CH:24][CH:23]=[CH:22][C:18]=1C(Cl)=O)[C:10]1[CH:15]=[CH:14][CH:13]=[CH:12][CH:11]=1.[N:26]([O-])=O.[Na+].Cl.C1[CH2:35][O:34]CC1. (5) Given the product [C:36]([O:35][C:33]([NH:32][CH2:31][C:30](=[O:29])[CH:14]([P:15]([C:20]([O:25][CH2:26][CH3:27])([O:22][CH2:23][CH3:24])[CH3:21])(=[O:19])[O:16][CH2:17][CH3:18])[F:13])=[O:34])([CH3:39])([CH3:38])[CH3:37], predict the reactants needed to synthesize it. The reactants are: C(NC(C)C)(C)C.[Li]CCCC.[F:13][CH2:14][P:15]([C:20]([O:25][CH2:26][CH3:27])([O:22][CH2:23][CH3:24])[CH3:21])(=[O:19])[O:16][CH2:17][CH3:18].C[O:29][C:30](=O)[CH2:31][NH:32][C:33]([O:35][C:36]([CH3:39])([CH3:38])[CH3:37])=[O:34].C(O)(=O)C.[Cl-].[Na+]. (6) Given the product [F:1][C:2]1[C:7]([C:12]([C:13]2[CH:18]=[CH:17][CH:16]=[CH:15][CH:14]=2)=[O:19])=[CH:6][CH:5]=[C:4]([F:8])[N:3]=1, predict the reactants needed to synthesize it. The reactants are: [F:1][C:2]1[CH:7]=[CH:6][CH:5]=[C:4]([F:8])[N:3]=1.CON(C)[C:12](=[O:19])[C:13]1[CH:18]=[CH:17][CH:16]=[CH:15][CH:14]=1.[Cl-].[NH4+]. (7) Given the product [OH:24][C@H:25]1[C@H:30]([C:31]2[N:32]=[N:33][N:34]([CH2:36][CH2:37][C:38]3[CH:43]=[CH:42][C:41]([O:44][CH3:45])=[CH:40][CH:39]=3)[CH:35]=2)[CH2:29][CH2:28][N:27]([C:46]([O:48][C:49]([CH3:52])([CH3:51])[CH3:50])=[O:47])[CH2:26]1, predict the reactants needed to synthesize it. The reactants are: C([C@@H]1CCN(C(OC(C)(C)C)=O)C[C@H]1O)#C.[Si]([O:24][C@H:25]1[C@H:30]([C:31]2[N:32]=[N:33][N:34]([CH2:36][CH2:37][C:38]3[CH:43]=[CH:42][C:41]([O:44][CH3:45])=[CH:40][CH:39]=3)[CH:35]=2)[CH2:29][CH2:28][N:27]([C:46]([O:48][C:49]([CH3:52])([CH3:51])[CH3:50])=[O:47])[CH2:26]1)(C(C)(C)C)(C)C. (8) Given the product [F:36][C:33]([F:34])([F:35])[O:32][C:29]1[CH:28]=[CH:27][C:26]([N:20]2[CH2:21][CH:22]3[N:17]([S:14]([C:11]4[CH:10]=[CH:9][CH:8]=[C:7]5[C:12]=4[CH2:13][CH:5]([C:3]([OH:4])=[O:2])[CH2:6]5)(=[O:16])=[O:15])[CH:18]([CH2:25][CH2:24][CH2:23]3)[CH2:19]2)=[CH:31][CH:30]=1, predict the reactants needed to synthesize it. The reactants are: C[O:2][C:3]([CH:5]1[CH2:13][C:12]2[C:7](=[CH:8][CH:9]=[CH:10][C:11]=2[S:14]([N:17]2[CH:22]3[CH2:23][CH2:24][CH2:25][CH:18]2[CH2:19][N:20]([C:26]2[CH:31]=[CH:30][C:29]([O:32][C:33]([F:36])([F:35])[F:34])=[CH:28][CH:27]=2)[CH2:21]3)(=[O:16])=[O:15])[CH2:6]1)=[O:4].[Li+].[OH-].O1CCCC1.FC(F)(F)C1C=CC(C2CCNCC=2)=CC=1. (9) Given the product [CH2:16]([N:15]([CH2:20][CH2:21][CH2:22][CH3:23])[C:9]1[CH:10]=[C:11]2[C:6]([C:5]3[CH:4]=[CH:3][C:2]([C:29]4[S:30][C:26]([CH:24]=[O:25])=[CH:27][CH:28]=4)=[CH:14][C:13]=3[CH2:12]2)=[CH:7][CH:8]=1)[CH2:17][CH2:18][CH3:19], predict the reactants needed to synthesize it. The reactants are: Br[C:2]1[CH:14]=[C:13]2[C:5]([C:6]3[CH:7]=[CH:8][C:9]([N:15]([CH2:20][CH2:21][CH2:22][CH3:23])[CH2:16][CH2:17][CH2:18][CH3:19])=[CH:10][C:11]=3[CH2:12]2)=[CH:4][CH:3]=1.[CH:24]([C:26]1[S:30][C:29](B(O)O)=[CH:28][CH:27]=1)=[O:25].